Dataset: Full USPTO retrosynthesis dataset with 1.9M reactions from patents (1976-2016). Task: Predict the reactants needed to synthesize the given product. (1) The reactants are: [Cl:1][C:2]1[CH:10]=[C:9]2[C:5]([CH:6]=[C:7]([C:12]3[CH:13]=[C:14]([CH2:18][NH2:19])[CH:15]=[N:16][CH:17]=3)[N:8]2[CH3:11])=[CH:4][CH:3]=1.[F:20][C:21]([F:27])([F:26])[S:22](Cl)(=[O:24])=[O:23]. Given the product [F:20][C:21]([F:27])([F:26])[S:22]([NH:19][CH2:18][C:14]1[CH:15]=[N:16][CH:17]=[C:12]([C:7]2[N:8]([CH3:11])[C:9]3[C:5]([CH:6]=2)=[CH:4][CH:3]=[C:2]([Cl:1])[CH:10]=3)[CH:13]=1)(=[O:24])=[O:23], predict the reactants needed to synthesize it. (2) Given the product [Cl:16][C:17]1[CH:18]=[CH:19][C:20]([N:9]2[CH2:10][CH2:11][C:5]3=[N:4][N:3]=[C:2]([CH3:1])[N:6]3[C:7]3[CH:15]=[CH:14][CH:13]=[CH:12][C:8]2=3)=[N:21][CH:22]=1, predict the reactants needed to synthesize it. The reactants are: [CH3:1][C:2]1[N:6]2[C:7]3[CH:15]=[CH:14][CH:13]=[CH:12][C:8]=3[NH:9][CH2:10][CH2:11][C:5]2=[N:4][N:3]=1.[Cl:16][C:17]1[CH:18]=[CH:19][C:20](F)=[N:21][CH:22]=1.C([O-])([O-])=O.[K+].[K+]. (3) Given the product [C:34]([NH:1][CH:2]([CH2:6][CH2:7][C:8]([N:10]1[CH2:15][CH2:14][N:13]([C:16]([C:18]2[CH:23]=[CH:22][C:21]([CH2:24][CH2:25][CH2:26][CH3:27])=[CH:20][N:19]=2)=[O:17])[CH2:12][CH2:11]1)=[O:9])[C:3]([OH:5])=[O:4])(=[O:36])[CH3:35], predict the reactants needed to synthesize it. The reactants are: [NH2:1][CH:2]([CH2:6][CH2:7][C:8]([N:10]1[CH2:15][CH2:14][N:13]([C:16]([C:18]2[CH:23]=[CH:22][C:21]([CH2:24][CH2:25][CH2:26][CH3:27])=[CH:20][N:19]=2)=[O:17])[CH2:12][CH2:11]1)=[O:9])[C:3]([OH:5])=[O:4].C([O-])([O-])=O.[K+].[K+].[C:34](OC(=O)C)(=[O:36])[CH3:35].Cl. (4) Given the product [CH2:1]([O:3][C:4](=[O:18])[CH:5]([O:15][CH2:16][CH3:17])[CH2:6][C:7]1[CH:12]=[CH:11][C:10]([O:13][CH2:37][CH2:36][C:21]2[N:22]=[C:23]([C:25]3[CH:30]=[CH:29][C:28]([O:31][C:32]([F:35])([F:33])[F:34])=[CH:27][CH:26]=3)[S:24][C:20]=2[CH3:19])=[C:9]([F:14])[CH:8]=1)[CH3:2], predict the reactants needed to synthesize it. The reactants are: [CH2:1]([O:3][C:4](=[O:18])[CH:5]([O:15][CH2:16][CH3:17])[CH2:6][C:7]1[CH:12]=[CH:11][C:10]([OH:13])=[C:9]([F:14])[CH:8]=1)[CH3:2].[CH3:19][C:20]1[S:24][C:23]([C:25]2[CH:30]=[CH:29][C:28]([O:31][C:32]([F:35])([F:34])[F:33])=[CH:27][CH:26]=2)=[N:22][C:21]=1[CH2:36][CH2:37]O.COC(=O)CC(=O)C(Br)C.FC(F)(F)OC1C=CC(C(N)=S)=CC=1.C1(P(C2C=CC=CC=2)C2C=CC=CC=2)C=CC=CC=1.N(C(OCC)=O)=NC(OCC)=O. (5) Given the product [CH3:38][S:39]([O:33][CH2:32][CH2:31][N:26]1[CH:25]=[C:24]2[C:28]([CH2:29][CH2:30][C:22]3[C:21]4[C:16]([NH:15][C:11]5[CH:10]=[C:9]6[C:14](=[CH:13][CH:12]=5)[N:6]([CH2:5][C:4]5[CH:35]=[CH:36][CH:37]=[C:2]([F:1])[CH:3]=5)[N:7]=[CH:8]6)=[N:17][CH:18]=[N:19][C:20]=4[S:34][C:23]=32)=[N:27]1)(=[O:41])=[O:40], predict the reactants needed to synthesize it. The reactants are: [F:1][C:2]1[CH:3]=[C:4]([CH:35]=[CH:36][CH:37]=1)[CH2:5][N:6]1[C:14]2[C:9](=[CH:10][C:11]([NH:15][C:16]3[C:21]4[C:22]5[CH2:30][CH2:29][C:28]6[C:24](=[CH:25][N:26]([CH2:31][CH2:32][OH:33])[N:27]=6)[C:23]=5[S:34][C:20]=4[N:19]=[CH:18][N:17]=3)=[CH:12][CH:13]=2)[CH:8]=[N:7]1.[CH3:38][S:39](O[S:39]([CH3:38])(=[O:41])=[O:40])(=[O:41])=[O:40].N1C=CC=CC=1. (6) Given the product [Br:12][C:2]1[S:3][C:4]2[CH2:5][N:6]([CH3:11])[CH2:7][CH2:8][C:9]=2[N:10]=1, predict the reactants needed to synthesize it. The reactants are: N[C:2]1[S:3][C:4]2[CH2:5][N:6]([CH3:11])[CH2:7][CH2:8][C:9]=2[N:10]=1.[BrH:12].N([O-])=O.[Na+].[OH-].[Na+].